From a dataset of Forward reaction prediction with 1.9M reactions from USPTO patents (1976-2016). Predict the product of the given reaction. Given the reactants [OH:1][C:2]1[N:7]=[CH:6][C:5]([NH:8][C:9](=[O:15])[CH2:10][C:11]([CH3:14])([CH3:13])[CH3:12])=[CH:4][CH:3]=1.[CH3:16][N:17]([C:21]1[CH:26]=[CH:25][CH:24]=[CH:23][CH:22]=1)[C:18](Cl)=[O:19].N12CCN(CC1)CC2.O, predict the reaction product. The product is: [CH3:13][C:11]([CH3:12])([CH3:14])[CH2:10][C:9]([NH:8][C:5]1[CH:4]=[CH:3][C:2]([O:1][C:18](=[O:19])[N:17]([CH3:16])[C:21]2[CH:26]=[CH:25][CH:24]=[CH:23][CH:22]=2)=[N:7][CH:6]=1)=[O:15].